This data is from Reaction yield outcomes from USPTO patents with 853,638 reactions. The task is: Predict the reaction yield, written as a fraction of the theoretical maximum amount of product (1.0 means a 100% yield; for example, 0.34 means a 34% yield). (1) The reactants are [Cl:1][C:2]1[CH:3]=[C:4]([N:9]2CS/[C:10]/2=[N:13]\[C:14](=O)[C:15]([F:18])([F:17])[F:16])[CH:5]=[C:6]([Cl:8])[CH:7]=1.[NH2:20][NH2:21].C(#N)C. No catalyst specified. The product is [Cl:8][C:6]1[CH:5]=[C:4]([NH:9][C:10]2[N:13]=[C:14]([C:15]([F:16])([F:17])[F:18])[NH:21][N:20]=2)[CH:3]=[C:2]([Cl:1])[CH:7]=1. The yield is 0.360. (2) The reactants are [H-].[Na+].[OH:3][NH:4][C:5](=[NH:7])[CH3:6].[NH2:8][C:9]1[N:13]([C:14]2[CH:19]=[CH:18][CH:17]=[CH:16][CH:15]=2)[N:12]=[C:11]([C:20](OCC)=O)[C:10]=1[CH3:25]. The catalyst is C1COCC1.O. The product is [CH3:25][C:10]1[C:11]([C:20]2[O:3][N:4]=[C:5]([CH3:6])[N:7]=2)=[N:12][N:13]([C:14]2[CH:15]=[CH:16][CH:17]=[CH:18][CH:19]=2)[C:9]=1[NH2:8]. The yield is 0.400. (3) The reactants are [F:1][C:2]1[CH:3]=[C:4]([CH:6]=[C:7]([F:9])[CH:8]=1)[NH2:5].[CH3:10][O:11][C:12](=[O:17])[CH:13]=[CH:14][O:15]C.[CH3:18][O-].[Na+].[Cl-].[NH4+].Cl. The catalyst is C1(C)C=CC=CC=1.CO. The product is [F:1][C:2]1[CH:3]=[C:4]([NH:5][C:14](=[O:15])[CH2:13][CH:12]([O:17][CH3:18])[O:11][CH3:10])[CH:6]=[C:7]([F:9])[CH:8]=1. The yield is 1.26. (4) The reactants are C(O)(=O)C.[C:5]([O:9][C:10](=[O:19])[NH:11][CH:12]1[CH2:17][CH2:16][C:15](=O)[CH2:14][CH2:13]1)([CH3:8])([CH3:7])[CH3:6].C(O[BH-](OC(=O)C)OC(=O)C)(=O)C.[Na+].[N:34]1[C:43]2[C@@H:42]([NH2:44])[CH2:41][CH2:40][CH2:39][C:38]=2[CH:37]=[CH:36][CH:35]=1. The catalyst is O1CCCC1.C(Cl)Cl. The product is [C:5]([O:9][C:10](=[O:19])[NH:11][C@H:12]1[CH2:17][CH2:16][C@H:15]([NH:44][C@@H:42]2[C:43]3[N:34]=[CH:35][CH:36]=[CH:37][C:38]=3[CH2:39][CH2:40][CH2:41]2)[CH2:14][CH2:13]1)([CH3:8])([CH3:7])[CH3:6]. The yield is 0.300.